This data is from Reaction yield outcomes from USPTO patents with 853,638 reactions. The task is: Predict the reaction yield, written as a fraction of the theoretical maximum amount of product (1.0 means a 100% yield; for example, 0.34 means a 34% yield). (1) The reactants are B(Br)(Br)Br.C[O:6][C:7]1[CH:12]=[CH:11][C:10]([O:13][C:14]2[CH:19]=[CH:18][C:17]([Cl:20])=[CH:16][CH:15]=2)=[CH:9][CH:8]=1. The catalyst is ClCCl. The product is [Cl:20][C:17]1[CH:18]=[CH:19][C:14]([O:13][C:10]2[CH:11]=[CH:12][C:7]([OH:6])=[CH:8][CH:9]=2)=[CH:15][CH:16]=1. The yield is 0.520. (2) The reactants are [CH2:1]([O:3][C:4]([C:6]1[CH2:10][C:9]([O-:11])=[C:8](C(OC)=O)[C:7]=1[CH2:16][CH3:17])=[O:5])[CH3:2].[Na+].[Cl-].[K+].CC(O)=O.C([O-])(O)=O.[Na+]. The catalyst is O.C1(C)C=CC=CC=1. The product is [CH2:16]([C:7]1[CH:6]([C:4]([O:3][CH2:1][CH3:2])=[O:5])[CH2:10][C:9](=[O:11])[CH:8]=1)[CH3:17]. The yield is 0.690. (3) The reactants are C[O:2][C:3](=[O:17])[CH2:4][C:5]1[C:13](C([O-])=O)=[C:8]2[CH2:9][CH2:10][CH2:11][CH2:12][N:7]2[N:6]=1.[ClH:18]. No catalyst specified. The product is [ClH:18].[N:6]1[N:7]2[CH2:12][CH2:11][CH2:10][CH2:9][C:8]2=[CH:13][C:5]=1[CH2:4][C:3]([OH:17])=[O:2]. The yield is 0.880. (4) The reactants are [F:1][C:2]1[CH:11]=[C:10]2[C:5]([CH:6]=[CH:7][C:8]([CH3:12])=[N:9]2)=[C:4]([N:13]2[CH2:18][CH2:17][N:16]([CH2:19][CH2:20][C:21]3[CH:26]=[CH:25][CH:24]=[C:23]([N+:27]([O-])=O)[CH:22]=3)[CH2:15][CH2:14]2)[CH:3]=1.[Cl-].[NH4+]. The catalyst is CO.O.[Fe]. The product is [F:1][C:2]1[CH:11]=[C:10]2[C:5]([CH:6]=[CH:7][C:8]([CH3:12])=[N:9]2)=[C:4]([N:13]2[CH2:14][CH2:15][N:16]([CH2:19][CH2:20][C:21]3[CH:22]=[C:23]([CH:24]=[CH:25][CH:26]=3)[NH2:27])[CH2:17][CH2:18]2)[CH:3]=1. The yield is 0.320. (5) The reactants are [CH3:1][C:2]1([CH3:14])[C:6]([CH3:8])([CH3:7])[O:5][B:4]([C:9]2[CH:10]=[N:11][NH:12][CH:13]=2)[O:3]1.[H-].[Na+].Br[CH2:18][CH2:19][N:20]([CH2:23][CH3:24])[CH2:21][CH3:22].[I-].[K+]. The catalyst is O1CCCC1.C(OCC)(=O)C.O. The product is [CH2:19]([N:20]([CH2:23][CH3:24])[CH2:21][CH2:22][N:12]1[CH:13]=[C:9]([B:4]2[O:5][C:6]([CH3:7])([CH3:8])[C:2]([CH3:14])([CH3:1])[O:3]2)[CH:10]=[N:11]1)[CH3:18]. The yield is 0.900. (6) The reactants are Br[C:2]1[CH:7]=[CH:6][C:5]([Br:8])=[CH:4][N:3]=1.[OH:9][CH:10]1[CH2:15][CH2:14][NH:13][CH2:12][CH2:11]1.C([O-])([O-])=O.[K+].[K+]. The catalyst is C(O)C. The product is [Br:8][C:5]1[CH:6]=[CH:7][C:2]([N:13]2[CH2:14][CH2:15][CH:10]([OH:9])[CH2:11][CH2:12]2)=[N:3][CH:4]=1. The yield is 0.410. (7) The reactants are Br[C:2]1[CH:7]=[C:6]([S:8]([N:11]2[CH2:16][CH2:15][O:14][CH2:13][CH2:12]2)(=[O:10])=[O:9])[CH:5]=[CH:4][C:3]=1[NH2:17].CCO.C([O-])([O-])=O.[Na+].[Na+].[C:27]1(B(O)O)[CH2:32][CH2:31][CH2:30][CH2:29][CH:28]=1. The catalyst is C1(C)C=CC=CC=1.CCOC(C)=O.C1C=CC([P]([Pd]([P](C2C=CC=CC=2)(C2C=CC=CC=2)C2C=CC=CC=2)([P](C2C=CC=CC=2)(C2C=CC=CC=2)C2C=CC=CC=2)[P](C2C=CC=CC=2)(C2C=CC=CC=2)C2C=CC=CC=2)(C2C=CC=CC=2)C2C=CC=CC=2)=CC=1. The product is [C:27]1([C:2]2[CH:7]=[C:6]([S:8]([N:11]3[CH2:16][CH2:15][O:14][CH2:13][CH2:12]3)(=[O:10])=[O:9])[CH:5]=[CH:4][C:3]=2[NH2:17])[CH2:32][CH2:31][CH2:30][CH2:29][CH:28]=1. The yield is 0.400.